From a dataset of Forward reaction prediction with 1.9M reactions from USPTO patents (1976-2016). Predict the product of the given reaction. (1) Given the reactants [Cl:1][C:2]1[CH:7]=[CH:6][C:5]([CH2:8][C:9](=O)[CH:10]([CH3:12])[CH3:11])=[CH:4][C:3]=1[O:14][CH2:15][CH2:16][O:17][CH3:18].C([O-])(=O)C.[NH4+].[BH3-]C#[N:26].[Na+], predict the reaction product. The product is: [Cl:1][C:2]1[CH:7]=[CH:6][C:5]([CH2:8][CH:9]([NH2:26])[CH:10]([CH3:12])[CH3:11])=[CH:4][C:3]=1[O:14][CH2:15][CH2:16][O:17][CH3:18]. (2) Given the reactants Cl[C:2]1[C:11]2=[N:12][N:13](CC3C=CC(OC)=CC=3)[CH:14]=[C:10]2[C:9]2[CH:8]=[C:7]([O:24][CH3:25])[CH:6]=[CH:5][C:4]=2[N:3]=1.[NH2:26][C:27]1[CH:32]=[CH:31][C:30]([C:33]([N:35]2[CH2:40][CH2:39][CH:38]([N:41]3[CH2:46][CH2:45][N:44]([CH3:47])[CH2:43][CH2:42]3)[CH2:37][CH2:36]2)=[O:34])=[CH:29][C:28]=1[O:48][CH3:49].Cl, predict the reaction product. The product is: [CH3:49][O:48][C:28]1[CH:29]=[C:30]([C:33]([N:35]2[CH2:40][CH2:39][CH:38]([N:41]3[CH2:42][CH2:43][N:44]([CH3:47])[CH2:45][CH2:46]3)[CH2:37][CH2:36]2)=[O:34])[CH:31]=[CH:32][C:27]=1[NH:26][C:2]1[C:11]2=[N:12][NH:13][CH:14]=[C:10]2[C:9]2[CH:8]=[C:7]([O:24][CH3:25])[CH:6]=[CH:5][C:4]=2[N:3]=1. (3) Given the reactants C([Li])CCC.[CH:6]1([C:9]2[C:14]([C:15]3[CH:20]=[CH:19][C:18]([F:21])=[CH:17][CH:16]=3)=[C:13](I)[C:12]([O:23][CH2:24][CH3:25])=[C:11]([CH:26]3[O:30]CCO3)[CH:10]=2)[CH2:8][CH2:7]1.[F:31]N(S(C1C=CC=CC=1)(=O)=O)S(C1C=CC=CC=1)(=O)=O.O, predict the reaction product. The product is: [CH:6]1([C:9]2[C:14]([C:15]3[CH:20]=[CH:19][C:18]([F:21])=[CH:17][CH:16]=3)=[C:13]([F:31])[C:12]([O:23][CH2:24][CH3:25])=[C:11]([CH:26]=[O:30])[CH:10]=2)[CH2:8][CH2:7]1. (4) Given the reactants Cl[C:2]1[N:7]=[C:6]([NH:8][C:9]2[CH:14]=[CH:13][CH:12]=[C:11]([OH:15])[CH:10]=2)[C:5]([F:16])=[CH:4][N:3]=1.[CH3:17][NH:18][C:19]([C:21]1[CH:22]=[C:23]([CH:25]=[CH:26][CH:27]=1)[NH2:24])=[O:20], predict the reaction product. The product is: [F:16][C:5]1[C:6]([NH:8][C:9]2[CH:14]=[CH:13][CH:12]=[C:11]([OH:15])[CH:10]=2)=[N:7][C:2]([NH:24][C:23]2[CH:25]=[CH:26][CH:27]=[C:21]([C:19]([NH:18][CH3:17])=[O:20])[CH:22]=2)=[N:3][CH:4]=1. (5) Given the reactants [CH3:1][C@H:2]([CH2:8][CH2:9][CH2:10][CH2:11][CH3:12])[CH2:3][CH2:4][C:5]([OH:7])=O.C(N(CC)CC)C.CC(C)(C)C(Cl)=O.[Li+].[Cl-].[CH3:29][C@@H:30]1[CH:34]([C:35]2[CH:40]=[CH:39][CH:38]=[CH:37][CH:36]=2)[O:33][C:32](=[O:41])[NH:31]1, predict the reaction product. The product is: [CH3:29][C@@H:30]1[C@H:34]([C:35]2[CH:40]=[CH:39][CH:38]=[CH:37][CH:36]=2)[O:33][C:32](=[O:41])[N:31]1[C:5](=[O:7])[CH2:4][CH2:3][C@H:2]([CH3:1])[CH2:8][CH2:9][CH2:10][CH2:11][CH3:12].